Dataset: Full USPTO retrosynthesis dataset with 1.9M reactions from patents (1976-2016). Task: Predict the reactants needed to synthesize the given product. Given the product [Cl:1][C:2]1[CH:7]=[CH:6][C:5]([N:8]2[C:16]([CH:17]([CH:20]3[CH2:25][CH2:24][CH2:23][CH2:22][CH2:21]3)[CH2:18][O:19][S:33]([CH3:36])(=[O:35])=[O:34])=[C:15]3[C:10]([CH2:11][CH2:12][CH2:13][CH2:14]3)=[N:9]2)=[CH:4][CH:3]=1, predict the reactants needed to synthesize it. The reactants are: [Cl:1][C:2]1[CH:7]=[CH:6][C:5]([N:8]2[C:16]([CH:17]([CH:20]3[CH2:25][CH2:24][CH2:23][CH2:22][CH2:21]3)[CH2:18][OH:19])=[C:15]3[C:10]([CH2:11][CH2:12][CH2:13][CH2:14]3)=[N:9]2)=[CH:4][CH:3]=1.CCN(CC)CC.[S:33](Cl)([CH3:36])(=[O:35])=[O:34].